This data is from Catalyst prediction with 721,799 reactions and 888 catalyst types from USPTO. The task is: Predict which catalyst facilitates the given reaction. (1) Reactant: Cl[C:2]1[C:11]2[C:6](=[CH:7][C:8]([C:12]3[CH:13]=[C:14]([CH:20]=[CH:21][C:22]=3[CH3:23])[C:15]([O:17][CH2:18][CH3:19])=[O:16])=[CH:9][CH:10]=2)[CH:5]=[N:4][N:3]=1.[CH:24]([NH2:27])([CH3:26])[CH3:25]. Product: [CH:24]([NH:27][C:2]1[C:11]2[C:6](=[CH:7][C:8]([C:12]3[CH:13]=[C:14]([CH:20]=[CH:21][C:22]=3[CH3:23])[C:15]([O:17][CH2:18][CH3:19])=[O:16])=[CH:9][CH:10]=2)[CH:5]=[N:4][N:3]=1)([CH3:26])[CH3:25]. The catalyst class is: 245. (2) Reactant: [C:1]([C:9](=[CH:12]N(C)C)[C:10]#[N:11])(=O)[C:2]1[CH:7]=[CH:6][CH:5]=[CH:4][CH:3]=1.C(=O)(O)O.[NH2:20][C:21]([NH2:23])=[NH:22].C[O-].[Na+]. Product: [NH2:22][C:21]1[N:23]=[CH:12][C:9]([C:10]#[N:11])=[C:1]([C:2]2[CH:7]=[CH:6][CH:5]=[CH:4][CH:3]=2)[N:20]=1. The catalyst class is: 5. (3) Reactant: [NH2:1][C:2]1[N:7]([CH2:8][CH2:9][CH2:10][CH2:11][CH3:12])[C:6](=[O:13])[NH:5][C:4](=[O:14])[CH:3]=1.C([O-])([O-])=O.[Cs+].[Cs+].Br[CH2:22][CH2:23][O:24][CH:25]1[CH2:30][CH2:29][CH2:28][CH2:27][O:26]1. Product: [NH2:1][C:2]1[N:7]([CH2:8][CH2:9][CH2:10][CH2:11][CH3:12])[C:6](=[O:13])[N:5]([CH2:22][CH2:23][O:24][CH:25]2[CH2:30][CH2:29][CH2:28][CH2:27][O:26]2)[C:4](=[O:14])[CH:3]=1. The catalyst class is: 3.